Dataset: Forward reaction prediction with 1.9M reactions from USPTO patents (1976-2016). Task: Predict the product of the given reaction. (1) The product is: [Cl:19][C:20]1[CH:25]=[CH:24][CH:23]=[CH:22][C:21]=1[S:26]([NH:29][C:8]1[C:17]([Cl:18])=[N:16][C:15]2[C:10](=[CH:11][CH:12]=[CH:13][CH:14]=2)[N:9]=1)(=[O:28])=[O:27]. Given the reactants C(=O)([O-])[O-].[K+].[K+].Cl[C:8]1[C:17]([Cl:18])=[N:16][C:15]2[C:10](=[CH:11][CH:12]=[CH:13][CH:14]=2)[N:9]=1.[Cl:19][C:20]1[CH:25]=[CH:24][CH:23]=[CH:22][C:21]=1[S:26]([NH2:29])(=[O:28])=[O:27].Cl, predict the reaction product. (2) Given the reactants C([O:3][C:4](=[O:38])[CH2:5][CH2:6][CH2:7][CH2:8][CH2:9][O:10][C:11]1[CH:16]=[CH:15][C:14]([C:17]([CH2:35][CH3:36])([C:20]2[CH:25]=[CH:24][C:23]([C:26]#[C:27][C:28]3([OH:33])[CH2:32][CH2:31][CH2:30][CH2:29]3)=[C:22]([CH3:34])[CH:21]=2)[CH2:18][CH3:19])=[CH:13][C:12]=1[CH3:37])C.[OH-].[K+].Cl, predict the reaction product. The product is: [CH2:18]([C:17]([C:14]1[CH:15]=[CH:16][C:11]([O:10][CH2:9][CH2:8][CH2:7][CH2:6][CH2:5][C:4]([OH:38])=[O:3])=[C:12]([CH3:37])[CH:13]=1)([C:20]1[CH:25]=[CH:24][C:23]([C:26]#[C:27][C:28]2([OH:33])[CH2:29][CH2:30][CH2:31][CH2:32]2)=[C:22]([CH3:34])[CH:21]=1)[CH2:35][CH3:36])[CH3:19]. (3) Given the reactants [CH3:1][O:2][C:3]1[CH:8]=[CH:7][CH:6]=[CH:5][C:4]=1[N:9]1[C:13]([C:14]([F:17])([F:16])[F:15])=[C:12]([C:18](O)=[O:19])[CH:11]=[N:10]1.[Cl:21][C:22]1[CH:27]=[CH:26][C:25]([CH2:28][CH2:29][NH2:30])=[CH:24][CH:23]=1, predict the reaction product. The product is: [Cl:21][C:22]1[CH:27]=[CH:26][C:25]([CH2:28][CH2:29][NH:30][C:18]([C:12]2[CH:11]=[N:10][N:9]([C:4]3[CH:5]=[CH:6][CH:7]=[CH:8][C:3]=3[O:2][CH3:1])[C:13]=2[C:14]([F:17])([F:16])[F:15])=[O:19])=[CH:24][CH:23]=1. (4) Given the reactants [F:1][C:2]1[CH:3]=[C:4]([C@:9]2([CH3:41])[CH2:14][NH:13][C:12]([CH3:16])([CH3:15])[C:11](=[O:17])[N:10]2[CH2:18][C:19]2[CH:20]=[N:21][C:22]3[C:27]([CH:28]=2)=[CH:26][C:25]2[CH2:29][C@:30]4([CH2:40][C:24]=2[CH:23]=3)[C:38]2[C:33](=[N:34][CH:35]=[CH:36][CH:37]=2)[NH:32][C:31]4=[O:39])[CH:5]=[C:6]([F:8])[CH:7]=1.C=O.[CH3:44]C(O)=O.[BH3-]C#N.[Na+].[OH-].[Na+].C(N)CN, predict the reaction product. The product is: [NH4+:10].[OH-:17].[F:1][C:2]1[CH:3]=[C:4]([C:9]2([CH3:41])[CH2:14][N:13]([CH3:44])[C:12]([CH3:15])([CH3:16])[C:11](=[O:17])[N:10]2[CH2:18][C:19]2[CH:20]=[N:21][C:22]3[C:27]([CH:28]=2)=[CH:26][C:25]2[CH2:29][C@:30]4([CH2:40][C:24]=2[CH:23]=3)[C:38]2[C:33](=[N:34][CH:35]=[CH:36][CH:37]=2)[NH:32][C:31]4=[O:39])[CH:5]=[C:6]([F:8])[CH:7]=1.